Predict the reaction yield, written as a fraction of the theoretical maximum amount of product (1.0 means a 100% yield; for example, 0.34 means a 34% yield). From a dataset of Reaction yield outcomes from USPTO patents with 853,638 reactions. The reactants are [NH2:1][CH2:2][CH2:3][N:4]1[C:12]2[CH2:11][C:10]([F:14])([F:13])[CH2:9][CH2:8][C:7]=2[CH:6]=[C:5]1[C:15]([O:17]CC)=O.C(O)(=O)C. The catalyst is C1(C)C=CC=CC=1. The product is [F:13][C:10]1([F:14])[CH2:11][C:12]2[N:4]3[CH2:3][CH2:2][NH:1][C:15](=[O:17])[C:5]3=[CH:6][C:7]=2[CH2:8][CH2:9]1. The yield is 0.530.